Dataset: Forward reaction prediction with 1.9M reactions from USPTO patents (1976-2016). Task: Predict the product of the given reaction. (1) Given the reactants C(N[C:6]1[N:14]=[C:13]2[C:9]([N:10]=[C:11]([O:23][CH3:24])[N:12]2[CH2:15][CH2:16][CH2:17][CH:18]2C[CH2:21][O:20][CH2:19]2)=[C:8]([NH2:25])[N:7]=1)CCC.FC(F)(F)C(O)=O.[CH3:33][C@@H:34]([O:38]C1NC(N)=C2C(N=1)=NC(OC)=N2)[CH2:35][CH2:36][CH3:37].BrCC[C@H]1CCOC1, predict the reaction product. The product is: [CH3:33][C@@H:34]([O:38][C:6]1[N:14]=[C:13]2[C:9]([N:10]=[C:11]([O:23][CH3:24])[N:12]2[CH2:15][CH2:16][C@H:17]2[CH2:18][CH2:19][O:20][CH2:21]2)=[C:8]([NH2:25])[N:7]=1)[CH2:35][CH2:36][CH3:37]. (2) Given the reactants [H-].[H-].[H-].[H-].[Li+].[Al+3].[NH:7]1[C:15]2[CH2:14][CH2:13][N:12]([C:16]([O:18][C:19]([CH3:22])([CH3:21])[CH3:20])=[O:17])[CH2:11][C:10]=2[C:9]([C:23](OCC)=[O:24])=[N:8]1, predict the reaction product. The product is: [OH:24][CH2:23][C:9]1[C:10]2[CH2:11][N:12]([C:16]([O:18][C:19]([CH3:22])([CH3:21])[CH3:20])=[O:17])[CH2:13][CH2:14][C:15]=2[NH:7][N:8]=1. (3) Given the reactants C[O:2][C:3](=O)[C:4]1[CH:9]=[C:8]([F:10])[C:7]([F:11])=[C:6]([O:12][CH2:13][F:14])[C:5]=1[F:15].[NH3:17], predict the reaction product. The product is: [F:15][C:5]1[C:6]([O:12][CH2:13][F:14])=[C:7]([F:11])[C:8]([F:10])=[CH:9][C:4]=1[C:3]([NH2:17])=[O:2]. (4) Given the reactants Cl[C:2]1[N:3]=[C:4]([NH:11][C:12]2[CH:17]=[CH:16][C:15]([O:18][CH3:19])=[C:14]([O:20][CH3:21])[CH:13]=2)[C:5]2[N:10]=[CH:9][S:8][C:6]=2[N:7]=1.CC1(C)C(C)(C)OB([C:30]2[CH:31]=[C:32]([CH:45]=[CH:46][CH:47]=2)/[CH:33]=[CH:34]/[C:35]2[CH:44]=[CH:43][C:38]([C:39]([O:41][CH3:42])=[O:40])=[CH:37][CH:36]=2)O1.C([O-])([O-])=O.[Na+].[Na+].O, predict the reaction product. The product is: [CH3:21][O:20][C:14]1[CH:13]=[C:12]([NH:11][C:4]2[C:5]3[N:10]=[CH:9][S:8][C:6]=3[N:7]=[C:2]([C:30]3[CH:31]=[C:32]([CH:45]=[CH:46][CH:47]=3)/[CH:33]=[CH:34]/[C:35]3[CH:36]=[CH:37][C:38]([C:39]([O:41][CH3:42])=[O:40])=[CH:43][CH:44]=3)[N:3]=2)[CH:17]=[CH:16][C:15]=1[O:18][CH3:19]. (5) Given the reactants [C:1]([O:5][C:6](=[O:16])[NH:7][CH2:8][C:9]1[O:10][C:11]([CH2:14]O)=[CH:12][CH:13]=1)([CH3:4])([CH3:3])[CH3:2].N12CCCN=C1CCCCC2.C1(P([N:42]=[N+:43]=[N-:44])(C2C=CC=CC=2)=O)C=CC=CC=1, predict the reaction product. The product is: [C:1]([O:5][C:6](=[O:16])[NH:7][CH2:8][C:9]1[O:10][C:11]([CH2:14][N:42]=[N+:43]=[N-:44])=[CH:12][CH:13]=1)([CH3:4])([CH3:3])[CH3:2]. (6) Given the reactants [CH2:1]1[C:9]2[C:4](=[CH:5][CH:6]=[CH:7][CH:8]=2)[CH2:3][N:2]1[N:10]([CH3:39])[C:11](=[O:38])[CH2:12][N:13]([C:30]1[CH:35]=[CH:34][C:33](I)=[CH:32][C:31]=1[CH3:37])[CH2:14][C:15]([NH:17][CH2:18][CH2:19][N:20]([C:23]([O:25][C:26]([CH3:29])([CH3:28])[CH3:27])=[O:24])[CH2:21][CH3:22])=[O:16].[O:40]=[C:41]1[NH:45][CH2:44][CH:43]([C:46]([O:48][CH3:49])=[O:47])[CH2:42]1, predict the reaction product. The product is: [CH2:1]1[C:9]2[C:4](=[CH:5][CH:6]=[CH:7][CH:8]=2)[CH2:3][N:2]1[N:10]([CH3:39])[C:11](=[O:38])[CH2:12][N:13]([C:30]1[CH:35]=[CH:34][C:33]([N:45]2[CH2:44][CH:43]([C:46]([O:48][CH3:49])=[O:47])[CH2:42][C:41]2=[O:40])=[CH:32][C:31]=1[CH3:37])[CH2:14][C:15]([NH:17][CH2:18][CH2:19][N:20]([C:23]([O:25][C:26]([CH3:29])([CH3:28])[CH3:27])=[O:24])[CH2:21][CH3:22])=[O:16]. (7) Given the reactants [OH:1][C:2]1[CH:7]=[CH:6][C:5]([CH2:8][CH2:9][C:10]([O:12][CH3:13])=[O:11])=[CH:4][CH:3]=1.C(=O)([O-])[O-].[K+].[K+].Br.Br[CH2:22][C:23]1[CH:28]=[CH:27][N:26]=[CH:25][CH:24]=1.O, predict the reaction product. The product is: [CH3:13][O:12][C:10](=[O:11])[CH2:9][CH2:8][C:5]1[CH:4]=[CH:3][C:2]([O:1][CH2:22][C:23]2[CH:28]=[CH:27][N:26]=[CH:25][CH:24]=2)=[CH:7][CH:6]=1. (8) Given the reactants [CH2:1]([O:3][C:4]([C:6]1[NH:7][CH:8]=[CH:9][CH:10]=1)=[O:5])[CH3:2].Br[CH2:12][C:13]1[CH:18]=[CH:17][C:16]([F:19])=[CH:15][CH:14]=1.C(=O)([O-])[O-].[Cs+].[Cs+], predict the reaction product. The product is: [F:19][C:16]1[CH:17]=[CH:18][C:13]([CH2:12][N:7]2[CH:8]=[CH:9][CH:10]=[C:6]2[C:4]([O:3][CH2:1][CH3:2])=[O:5])=[CH:14][CH:15]=1.